This data is from Forward reaction prediction with 1.9M reactions from USPTO patents (1976-2016). The task is: Predict the product of the given reaction. (1) Given the reactants [N:1]([C:4]([C:7]1[CH:8]=[CH:9][C:10]2[C:11]3[N:32]=[CH:31][C:30]([C:33]4[N:37]([CH3:38])[N:36]=[N:35][C:34]=4[CH3:39])=[CH:29][C:12]=3[N:13]([CH:16]([C:23]3[CH:28]=[CH:27][CH:26]=[CH:25][CH:24]=3)[CH:17]3[CH2:22][CH2:21][O:20][CH2:19][CH2:18]3)[C:14]=2[CH:15]=1)([CH3:6])[CH3:5])=[N+]=[N-].[H][H], predict the reaction product. The product is: [CH3:39][C:34]1[N:35]=[N:36][N:37]([CH3:38])[C:33]=1[C:30]1[CH:31]=[N:32][C:11]2[C:10]3[CH:9]=[CH:8][C:7]([C:4]([NH2:1])([CH3:6])[CH3:5])=[CH:15][C:14]=3[N:13]([CH:16]([CH:17]3[CH2:22][CH2:21][O:20][CH2:19][CH2:18]3)[C:23]3[CH:24]=[CH:25][CH:26]=[CH:27][CH:28]=3)[C:12]=2[CH:29]=1. (2) Given the reactants [CH3:1][C:2]1([CH2:6][O:7][C:8]2[CH:15]=[CH:14][C:13]([C:16]3[CH:21]=[CH:20][N:19]=[C:18]4[N:22](S(C5C=CC=CC=5)(=O)=O)[C:23]([C:25]5[CH:30]=[CH:29][C:28]([N:31]6[CH2:36][CH2:35][O:34][CH2:33][CH2:32]6)=[CH:27][CH:26]=5)=[CH:24][C:17]=34)=[CH:12][C:9]=2[C:10]#[N:11])[CH2:5][O:4][CH2:3]1.C(=O)([O-])[O-].[Cs+].[Cs+].FC(F)(F)CO, predict the reaction product. The product is: [CH3:1][C:2]1([CH2:6][O:7][C:8]2[CH:15]=[CH:14][C:13]([C:16]3[CH:21]=[CH:20][N:19]=[C:18]4[NH:22][C:23]([C:25]5[CH:30]=[CH:29][C:28]([N:31]6[CH2:36][CH2:35][O:34][CH2:33][CH2:32]6)=[CH:27][CH:26]=5)=[CH:24][C:17]=34)=[CH:12][C:9]=2[C:10]#[N:11])[CH2:5][O:4][CH2:3]1. (3) Given the reactants [CH3:1][C:2]1[CH:3]=[C:4]2[C:9](=[CH:10][CH:11]=1)[N:8]1[CH:12]=[N:13][C:14]([C:15](OCC)=[O:16])=[C:7]1[CH2:6][CH2:5]2.[H-].C([Al+]CC(C)C)C(C)C.CO.C(O)(=O)CC(CC(O)=O)(C(O)=O)O, predict the reaction product. The product is: [CH3:1][C:2]1[CH:3]=[C:4]2[C:9](=[CH:10][CH:11]=1)[N:8]1[CH:12]=[N:13][C:14]([CH:15]=[O:16])=[C:7]1[CH2:6][CH2:5]2.